From a dataset of Forward reaction prediction with 1.9M reactions from USPTO patents (1976-2016). Predict the product of the given reaction. (1) Given the reactants [CH3:1][C:2]1[C:3]([NH:17][CH2:18][CH2:19][O:20][CH2:21][CH2:22][CH2:23][C:24]2[CH:25]=[N:26][CH:27]=[CH:28][CH:29]=2)=[C:4]([NH2:16])[C:5]([O:9][C:10]2[CH:15]=[CH:14][CH:13]=[CH:12][CH:11]=2)=[N:6][C:7]=1[CH3:8].Cl.N1C=CC=[CH:33][CH:32]=1.C(OCC)(OCC)(OCC)C, predict the reaction product. The product is: [CH3:32][C:33]1[N:17]([CH2:18][CH2:19][O:20][CH2:21][CH2:22][CH2:23][C:24]2[CH:25]=[N:26][CH:27]=[CH:28][CH:29]=2)[C:3]2[C:2]([CH3:1])=[C:7]([CH3:8])[N:6]=[C:5]([O:9][C:10]3[CH:11]=[CH:12][CH:13]=[CH:14][CH:15]=3)[C:4]=2[N:16]=1. (2) Given the reactants [CH3:1][CH:2]([CH:7]([CH3:9])[CH3:8])[C:3](=[CH2:6])[CH:4]=[O:5].[CH2:10]=[CH:11][C:12](=[CH2:14])[CH3:13], predict the reaction product. The product is: [CH3:1][CH:2]([C:3]1([CH:4]=[O:5])[CH2:10][CH2:11][C:12]([CH3:14])=[CH:13][CH2:6]1)[CH:7]([CH3:9])[CH3:8].